This data is from Merck oncology drug combination screen with 23,052 pairs across 39 cell lines. The task is: Regression. Given two drug SMILES strings and cell line genomic features, predict the synergy score measuring deviation from expected non-interaction effect. (1) Drug 1: Cc1nc(Nc2ncc(C(=O)Nc3c(C)cccc3Cl)s2)cc(N2CCN(CCO)CC2)n1. Synergy scores: synergy=32.5. Drug 2: Cn1cc(-c2cnn3c(N)c(Br)c(C4CCCNC4)nc23)cn1. Cell line: ES2. (2) Drug 1: CC(C)CC(NC(=O)C(Cc1ccccc1)NC(=O)c1cnccn1)B(O)O. Drug 2: Cn1cc(-c2cnn3c(N)c(Br)c(C4CCCNC4)nc23)cn1. Cell line: NCIH1650. Synergy scores: synergy=-22.3. (3) Drug 1: O=P1(N(CCCl)CCCl)NCCCO1. Drug 2: O=C(NOCC(O)CO)c1ccc(F)c(F)c1Nc1ccc(I)cc1F. Cell line: ZR751. Synergy scores: synergy=10.8. (4) Drug 1: COc1cccc2c1C(=O)c1c(O)c3c(c(O)c1C2=O)CC(O)(C(=O)CO)CC3OC1CC(N)C(O)C(C)O1. Drug 2: NC1(c2ccc(-c3nc4ccn5c(=O)[nH]nc5c4cc3-c3ccccc3)cc2)CCC1. Cell line: HCT116. Synergy scores: synergy=9.10. (5) Drug 1: Cn1nnc2c(C(N)=O)ncn2c1=O. Drug 2: CCc1cnn2c(NCc3ccc[n+]([O-])c3)cc(N3CCCCC3CCO)nc12. Cell line: A375. Synergy scores: synergy=-4.03. (6) Drug 1: NC1CCCCC1N.O=C(O)C(=O)O.[Pt+2]. Drug 2: CCc1cnn2c(NCc3ccc[n+]([O-])c3)cc(N3CCCCC3CCO)nc12. Cell line: SKMEL30. Synergy scores: synergy=3.22.